Dataset: Reaction yield outcomes from USPTO patents with 853,638 reactions. Task: Predict the reaction yield, written as a fraction of the theoretical maximum amount of product (1.0 means a 100% yield; for example, 0.34 means a 34% yield). (1) The reactants are [CH3:1][O:2][C:3](=[O:11])[C:4]1[CH:9]=[CH:8][CH:7]=[C:6]([SH:10])[CH:5]=1.C(=O)([O-])[O-].[K+].[K+].[CH2:18](I)[CH:19]([CH3:21])[CH3:20]. The catalyst is CN(C=O)C. The product is [CH3:1][O:2][C:3](=[O:11])[C:4]1[CH:9]=[CH:8][CH:7]=[C:6]([S:10][CH2:18][CH:19]([CH3:21])[CH3:20])[CH:5]=1. The yield is 0.640. (2) The reactants are [N+:1]([C:4]1[CH:5]=[C:6]2[C:10](=[CH:11][CH:12]=1)[C:9](=[O:13])[NH:8][C:7]2=[O:14])([O-:3])=[O:2].Br[CH2:16][C:17]([O:19][CH2:20][C:21]1[CH:26]=[CH:25][CH:24]=[CH:23][CH:22]=1)=[O:18].C([O-])([O-])=O.[K+].[K+]. The catalyst is CN(C=O)C. The product is [N+:1]([C:4]1[CH:5]=[C:6]2[C:10](=[CH:11][CH:12]=1)[C:9](=[O:13])[N:8]([CH2:16][C:17]([O:19][CH2:20][C:21]1[CH:26]=[CH:25][CH:24]=[CH:23][CH:22]=1)=[O:18])[C:7]2=[O:14])([O-:3])=[O:2]. The yield is 0.780. (3) The reactants are [C:1]([O:5][CH:6]([C:11]1[C:12]([C:24]2[CH:29]=[CH:28][C:27]([Cl:30])=[CH:26][CH:25]=2)=[C:13]2[C:20]([CH3:21])=[C:19]([CH3:22])[N:18]([CH3:23])[C:14]2=[N:15][C:16]=1[CH3:17])[C:7]([O:9]C)=[O:8])([CH3:4])([CH3:3])[CH3:2].[OH-].[Na+].CO.Cl. The catalyst is O1CCCC1. The product is [C:1]([O:5][CH:6]([C:11]1[C:12]([C:24]2[CH:25]=[CH:26][C:27]([Cl:30])=[CH:28][CH:29]=2)=[C:13]2[C:20]([CH3:21])=[C:19]([CH3:22])[N:18]([CH3:23])[C:14]2=[N:15][C:16]=1[CH3:17])[C:7]([OH:9])=[O:8])([CH3:4])([CH3:2])[CH3:3]. The yield is 0.910. (4) The reactants are [Cl:1][C:2]1[C:3]([F:31])=[C:4]([NH:8][CH:9]([C:11]2[CH:12]=[C:13]([C:28](O)=[O:29])[CH:14]=[C:15]3[C:20]=2[O:19][C:18]([N:21]2[CH2:26][CH2:25][O:24][CH2:23][CH2:22]2)=[CH:17][C:16]3=[O:27])[CH3:10])[CH:5]=[CH:6][CH:7]=1.[NH:32]1[CH2:37][CH2:36][CH:35]([OH:38])[CH2:34][CH2:33]1. No catalyst specified. The product is [Cl:1][C:2]1[C:3]([F:31])=[C:4]([NH:8][CH:9]([C:11]2[CH:12]=[C:13]([C:28]([N:32]3[CH2:37][CH2:36][CH:35]([OH:38])[CH2:34][CH2:33]3)=[O:29])[CH:14]=[C:15]3[C:20]=2[O:19][C:18]([N:21]2[CH2:26][CH2:25][O:24][CH2:23][CH2:22]2)=[CH:17][C:16]3=[O:27])[CH3:10])[CH:5]=[CH:6][CH:7]=1. The yield is 0.655.